From a dataset of Forward reaction prediction with 1.9M reactions from USPTO patents (1976-2016). Predict the product of the given reaction. Given the reactants [CH3:1][C:2]1([CH3:20])[O:6][C@@H:5]([C:7]2[N:8]=[CH:9][C:10]([NH:13]C(=O)C(C)(C)C)=[N:11][CH:12]=2)[CH2:4][O:3]1.C(=O)([O-])[O-].[K+].[K+], predict the reaction product. The product is: [CH3:1][C:2]1([CH3:20])[O:6][C@@H:5]([C:7]2[N:8]=[CH:9][C:10]([NH2:13])=[N:11][CH:12]=2)[CH2:4][O:3]1.